From a dataset of Reaction yield outcomes from USPTO patents with 853,638 reactions. Predict the reaction yield, written as a fraction of the theoretical maximum amount of product (1.0 means a 100% yield; for example, 0.34 means a 34% yield). (1) The reactants are C(C1OC(C(C2OC(CC)=CC=2)[C:9]2[CH:17]=[CH:16][C:15]([O:18][CH3:19])=[CH:14][C:10]=2[C:11](O)=[O:12])=CC=1)C.C1([N:33]=C=NC2CCCCC2)CCCCC1.N. The catalyst is ClCCl. The product is [CH3:19][O:18][C:15]1[CH:16]=[CH:17][CH:9]=[C:10]([CH:14]=1)[C:11]([NH2:33])=[O:12]. The yield is 0.280. (2) The reactants are Cl.[NH2:2][C@@H:3]1[CH2:8][CH2:7][CH2:6][CH2:5][C@H:4]1[OH:9].[H-].[Na+].[O:12]1[C:16]2[CH:17]=[CH:18][CH:19]=[CH:20][C:15]=2[CH:14]=[C:13]1[C:21]1[N:25]2[N:26]=[C:27](Cl)[CH:28]=[CH:29][C:24]2=[N:23][CH:22]=1. The catalyst is CN(C=O)C. The product is [O:12]1[C:16]2[CH:17]=[CH:18][CH:19]=[CH:20][C:15]=2[CH:14]=[C:13]1[C:21]1[N:25]2[N:26]=[C:27]([O:9][C@@H:4]3[CH2:5][CH2:6][CH2:7][CH2:8][C@H:3]3[NH2:2])[CH:28]=[CH:29][C:24]2=[N:23][CH:22]=1. The yield is 0.580.